This data is from Full USPTO retrosynthesis dataset with 1.9M reactions from patents (1976-2016). The task is: Predict the reactants needed to synthesize the given product. (1) Given the product [C:38]([C:35]1[CH:34]=[CH:33][C:32]([C:25]2[C:26]3[C:31](=[CH:30][CH:29]=[CH:28][CH:27]=3)[N:23]([CH2:22][C:17]3[CH:16]=[C:15]([C:12]4[CH:11]=[CH:10][C:9]([OH:8])=[CH:14][CH:13]=4)[CH:20]=[CH:19][C:18]=3[CH3:21])[C:24]=2[C:42]([O:44][CH2:45][CH3:46])=[O:43])=[CH:37][CH:36]=1)([CH3:41])([CH3:39])[CH3:40], predict the reactants needed to synthesize it. The reactants are: C([O:8][C:9]1[CH:14]=[CH:13][C:12]([C:15]2[CH:20]=[CH:19][C:18]([CH3:21])=[C:17]([CH2:22][N:23]3[C:31]4[C:26](=[CH:27][CH:28]=[CH:29][CH:30]=4)[C:25]([C:32]4[CH:37]=[CH:36][C:35]([C:38]([CH3:41])([CH3:40])[CH3:39])=[CH:34][CH:33]=4)=[C:24]3[C:42]([O:44][CH2:45][CH3:46])=[O:43])[CH:16]=2)=[CH:11][CH:10]=1)C1C=CC=CC=1. (2) Given the product [CH2:3]([C:7]1([N:17]2[CH2:21][CH2:20][CH2:19][CH2:18]2)[CH2:16][CH2:15][C:10](=[O:11])[CH2:9][CH2:8]1)[CH2:4][CH2:5][CH3:6], predict the reactants needed to synthesize it. The reactants are: O.Cl.[CH2:3]([C:7]1([N:17]2[CH2:21][CH2:20][CH2:19][CH2:18]2)[CH2:16][CH2:15][C:10]2(OCC[O:11]2)[CH2:9][CH2:8]1)[CH2:4][CH2:5][CH3:6].[OH-].[Na+]. (3) Given the product [CH2:1]([N:3]([C:18]1[CH:23]=[CH:22][C:21]([C:24]([OH:26])=[O:25])=[CH:20][N:19]=1)[CH2:4][C:5]1[CH:10]=[CH:9][CH:8]=[CH:7][C:6]=1[O:11][C:12]1[CH:17]=[CH:16][CH:15]=[CH:14][CH:13]=1)[CH3:2], predict the reactants needed to synthesize it. The reactants are: [CH2:1]([N:3]([C:18]1[CH:23]=[CH:22][C:21]([C:24]([O:26]C)=[O:25])=[CH:20][N:19]=1)[CH2:4][C:5]1[CH:10]=[CH:9][CH:8]=[CH:7][C:6]=1[O:11][C:12]1[CH:17]=[CH:16][CH:15]=[CH:14][CH:13]=1)[CH3:2].[OH-].[Na+].